This data is from Forward reaction prediction with 1.9M reactions from USPTO patents (1976-2016). The task is: Predict the product of the given reaction. (1) Given the reactants [H-].[Na+].[I-].C[S+](C)C.FC(F)(F)C1C=C([C@H](O[C@@H:23]2[C@@H:28]([C:29]3[CH:34]=[CH:33][CH:32]=[CH:31][CH:30]=3)[C@H:27](C=O)[CH2:26][CH2:25][O:24]2)C)C=C(C(F)(F)F)C=1.O, predict the reaction product. The product is: [C:29]1([C:28]2[CH2:23][O:24][CH:25]=[CH:26][CH:27]=2)[CH:34]=[CH:33][CH:32]=[CH:31][CH:30]=1. (2) Given the reactants C(OC([NH:8][C:9]1([C:24]([OH:26])=O)[CH2:14][CH2:13][N:12]([C:15]2[C:16]3[CH:23]=[CH:22][NH:21][C:17]=3[N:18]=[CH:19][N:20]=2)[CH2:11][CH2:10]1)=O)(C)(C)C.[Cl:27][C:28]1[CH:33]=[CH:32][C:31]([CH:34]([NH2:36])[CH3:35])=[CH:30][CH:29]=1.CN(C)CCCN=C=NCC.ON1C2C=CC=CC=2N=N1, predict the reaction product. The product is: [NH2:8][C:9]1([C:24]([NH:36][CH:34]([C:31]2[CH:32]=[CH:33][C:28]([Cl:27])=[CH:29][CH:30]=2)[CH3:35])=[O:26])[CH2:10][CH2:11][N:12]([C:15]2[C:16]3[CH:23]=[CH:22][NH:21][C:17]=3[N:18]=[CH:19][N:20]=2)[CH2:13][CH2:14]1. (3) Given the reactants [CH3:1][O:2][CH2:3][CH2:4][N:5]1[CH2:11][CH2:10][C:9]2[CH:12]=[C:13]([NH2:16])[CH:14]=[CH:15][C:8]=2[CH2:7][CH2:6]1.Cl[C:18]1[N:23]=[C:22]([NH:24][C@@H:25]2[CH2:30][CH2:29][C@H:28]([NH:31][S:32]([CH3:35])(=[O:34])=[O:33])[CH2:27][CH2:26]2)[C:21]([Cl:36])=[CH:20][N:19]=1, predict the reaction product. The product is: [Cl:36][C:21]1[C:22]([NH:24][C@@H:25]2[CH2:26][CH2:27][C@H:28]([NH:31][S:32]([CH3:35])(=[O:34])=[O:33])[CH2:29][CH2:30]2)=[N:23][C:18]([NH:16][C:13]2[CH:14]=[CH:15][C:8]3[CH2:7][CH2:6][N:5]([CH2:4][CH2:3][O:2][CH3:1])[CH2:11][CH2:10][C:9]=3[CH:12]=2)=[N:19][CH:20]=1. (4) Given the reactants [Cl:1][C:2]1[CH:7]=[CH:6][C:5]([Cl:8])=[CH:4][C:3]=1[CH2:9][O:10][C:11]1[N:16]=[C:15]([C:17]([O:19]C)=[O:18])[CH:14]=[CH:13][CH:12]=1.[Li+].[OH-], predict the reaction product. The product is: [Cl:1][C:2]1[CH:7]=[CH:6][C:5]([Cl:8])=[CH:4][C:3]=1[CH2:9][O:10][C:11]1[N:16]=[C:15]([C:17]([OH:19])=[O:18])[CH:14]=[CH:13][CH:12]=1. (5) Given the reactants [CH3:1][C:2]1[CH:7]=[CH:6][CH:5]=[C:4]([CH3:8])[C:3]=1[OH:9].Cl[C:11]1[CH:20]=[CH:19][C:18]2[C:13](=[C:14]([C:21]3[NH:29][C:28]4[CH2:27][CH2:26][NH:25][C:24](=[O:30])[C:23]=4[CH:22]=3)[CH:15]=[CH:16][CH:17]=2)[N:12]=1, predict the reaction product. The product is: [CH3:1][C:2]1[CH:7]=[CH:6][CH:5]=[C:4]([CH3:8])[C:3]=1[O:9][C:11]1[CH:20]=[CH:19][C:18]2[C:13](=[C:14]([C:21]3[NH:29][C:28]4[CH2:27][CH2:26][NH:25][C:24](=[O:30])[C:23]=4[CH:22]=3)[CH:15]=[CH:16][CH:17]=2)[N:12]=1.